Task: Predict the reactants needed to synthesize the given product.. Dataset: Full USPTO retrosynthesis dataset with 1.9M reactions from patents (1976-2016) Given the product [Cl:1][C:2]1[N:3]=[C:4]([NH:19][CH:13]2[CH2:18][CH2:17][CH2:16][CH2:15][CH2:14]2)[C:5]2[S:10][CH:9]=[C:8]([CH3:11])[C:6]=2[N:7]=1, predict the reactants needed to synthesize it. The reactants are: [Cl:1][C:2]1[N:3]=[C:4](Cl)[C:5]2[S:10][CH:9]=[C:8]([CH3:11])[C:6]=2[N:7]=1.[CH:13]1([NH2:19])[CH2:18][CH2:17][CH2:16][CH2:15][CH2:14]1.O.